From a dataset of Catalyst prediction with 721,799 reactions and 888 catalyst types from USPTO. Predict which catalyst facilitates the given reaction. (1) Reactant: [H-].[Na+].[NH:3]1[CH2:7][CH2:6][CH2:5][C@@H:4]1[CH2:8][OH:9].F[C:11]1[CH:20]=[CH:19][CH:18]=[C:17]2[C:12]=1[C:13]([NH:21][C:22]1[CH:23]=[C:24]3[C:28](=[CH:29][CH:30]=1)[N:27]([CH2:31][C:32]1[CH:37]=[CH:36][CH:35]=[CH:34][N:33]=1)[N:26]=[CH:25]3)=[N:14][CH:15]=[N:16]2. Product: [N:33]1[CH:34]=[CH:35][CH:36]=[CH:37][C:32]=1[CH2:31][N:27]1[C:28]2[C:24](=[CH:23][C:22]([NH:21][C:13]3[C:12]4[C:17](=[CH:18][CH:19]=[CH:20][C:11]=4[O:9][CH2:8][C@H:4]4[CH2:5][CH2:6][CH2:7][NH:3]4)[N:16]=[CH:15][N:14]=3)=[CH:30][CH:29]=2)[CH:25]=[N:26]1. The catalyst class is: 1. (2) Reactant: [O:1]=[C:2]1[O:7][C:6](=[O:8])[CH2:5][N:4]([CH2:9][CH2:10][N:11]([CH2:16][CH2:17][N:18]2[CH2:23][C:22](=[O:24])[O:21][C:20](=[O:25])[CH2:19]2)[CH2:12][C:13]([OH:15])=[O:14])[CH2:3]1.Cl.[NH2:27][CH2:28][CH2:29][O:30][CH2:31][CH2:32][O:33][C:34](=[O:52])[CH2:35][CH2:36][CH2:37][CH2:38][CH2:39][CH2:40][CH2:41][CH2:42][CH2:43][CH2:44][CH2:45][CH2:46][CH2:47][CH2:48][CH2:49][CH2:50][CH3:51].CC[N:55]([CH2:58][CH3:59])CC. Product: [C:13]([CH2:12][N:11]([CH2:10][CH2:9][N:4]([CH2:3][C:2]([OH:7])=[O:1])[CH2:5][C:6](=[O:8])[NH:55][CH2:58][CH2:59][O:30][CH2:31][CH2:32][O:33][C:34](=[O:52])[CH2:35][CH2:36][CH2:37][CH2:38][CH2:39][CH2:40][CH2:41][CH2:42][CH2:43][CH2:44][CH2:45][CH2:46][CH2:47][CH2:48][CH2:49][CH2:50][CH3:51])[CH2:16][CH2:17][N:18]([CH2:19][C:20]([NH:27][CH2:28][CH2:29][O:30][CH2:31][CH2:32][O:33][C:34](=[O:52])[CH2:35][CH2:36][CH2:37][CH2:38][CH2:39][CH2:40][CH2:41][CH2:42][CH2:43][CH2:44][CH2:45][CH2:46][CH2:47][CH2:48][CH2:49][CH2:50][CH3:51])=[O:25])[CH2:23][C:22]([OH:21])=[O:24])([OH:15])=[O:14]. The catalyst class is: 3.